Predict the product of the given reaction. From a dataset of Forward reaction prediction with 1.9M reactions from USPTO patents (1976-2016). (1) Given the reactants [CH3:1][N:2]1[CH2:7][CH2:6][C:5](=O)[CH2:4][CH2:3]1.[C:9]([NH:16][CH:17]1[CH2:22][CH2:21][NH:20][CH2:19][CH2:18]1)([O:11][C:12]([CH3:15])([CH3:14])[CH3:13])=[O:10].C(O[BH-](OC(=O)C)OC(=O)C)(=O)C.[Na+].C(O)(=O)C, predict the reaction product. The product is: [C:12]([O:11][C:9](=[O:10])[NH:16][CH:17]1[CH2:22][CH2:21][N:20]([CH:5]2[CH2:6][CH2:7][N:2]([CH3:1])[CH2:3][CH2:4]2)[CH2:19][CH2:18]1)([CH3:15])([CH3:14])[CH3:13]. (2) Given the reactants [CH:1]([C:3]1[CH:8]=[CH:7][C:6](B(O)O)=[CH:5][CH:4]=1)=[O:2].Br[C:13]1[S:21][C:20]2[C:19]([NH:22][C:23]3[CH:24]=[C:25]4[C:29](=[CH:30][CH:31]=3)[NH:28][CH:27]=[CH:26]4)=[N:18][CH:17]=[N:16][C:15]=2[CH:14]=1, predict the reaction product. The product is: [NH:28]1[C:29]2[C:25](=[CH:24][C:23]([NH:22][C:19]3[C:20]4[S:21][C:13]([C:6]5[CH:7]=[CH:8][C:3]([CH:1]=[O:2])=[CH:4][CH:5]=5)=[CH:14][C:15]=4[N:16]=[CH:17][N:18]=3)=[CH:31][CH:30]=2)[CH:26]=[CH:27]1. (3) Given the reactants C([N:8]1[CH2:13][CH2:12][CH:11]([NH:14][C:15]([C:17]2[N:25]=[C:24]3[C:20]([N:21]=[CH:22][N:23]3[C@H:26]3[C@H:30]([OH:31])[C@H:29]([OH:32])[C@@H:28]([C:33]([NH:35][CH2:36][CH3:37])=[O:34])[O:27]3)=[C:19]([NH:38][CH2:39][CH:40]([C:47]3[CH:52]=[CH:51][CH:50]=[CH:49][CH:48]=3)[C:41]3[CH:46]=[CH:45][CH:44]=[CH:43][CH:42]=3)[N:18]=2)=[O:16])[CH2:10][CH2:9]1)C1C=CC=CC=1.C([O-])=O.[NH4+], predict the reaction product. The product is: [C:41]1([CH:40]([C:47]2[CH:48]=[CH:49][CH:50]=[CH:51][CH:52]=2)[CH2:39][NH:38][C:19]2[N:18]=[C:17]([C:15]([NH:14][CH:11]3[CH2:12][CH2:13][NH:8][CH2:9][CH2:10]3)=[O:16])[N:25]=[C:24]3[C:20]=2[N:21]=[CH:22][N:23]3[C@H:26]2[C@H:30]([OH:31])[C@H:29]([OH:32])[C@@H:28]([C:33]([NH:35][CH2:36][CH3:37])=[O:34])[O:27]2)[CH:46]=[CH:45][CH:44]=[CH:43][CH:42]=1. (4) Given the reactants [C:1]1([CH:7]([C:19]2[CH:24]=[CH:23][CH:22]=[CH:21][CH:20]=2)[O:8][CH:9]2[CH2:14][CH2:13][N:12]([CH2:15][CH2:16][CH2:17][NH2:18])[CH2:11][CH2:10]2)[CH:6]=[CH:5][CH:4]=[CH:3][CH:2]=1.[CH2:25]([O:27][C:28](=[O:43])[CH2:29][NH:30][C:31]([C:33]1[N:34]=[C:35]2[CH:40]=[CH:39][C:38](Cl)=[N:37][N:36]2[CH:42]=1)=[O:32])[CH3:26].C(N(C(C)C)C(C)C)C, predict the reaction product. The product is: [CH2:25]([O:27][C:28](=[O:43])[CH2:29][NH:30][C:31]([C:33]1[N:34]=[C:35]2[CH:40]=[CH:39][C:38]([NH:18][CH2:17][CH2:16][CH2:15][N:12]3[CH2:13][CH2:14][CH:9]([O:8][CH:7]([C:1]4[CH:2]=[CH:3][CH:4]=[CH:5][CH:6]=4)[C:19]4[CH:24]=[CH:23][CH:22]=[CH:21][CH:20]=4)[CH2:10][CH2:11]3)=[N:37][N:36]2[CH:42]=1)=[O:32])[CH3:26]. (5) The product is: [CH3:23][S:24]([O:15][CH:12]1[CH2:13][CH2:14][CH:9]([O:8][CH2:1][C:2]2[CH:7]=[CH:6][CH:5]=[CH:4][CH:3]=2)[CH2:10][CH2:11]1)(=[O:26])=[O:25]. Given the reactants [CH2:1]([O:8][CH:9]1[CH2:14][CH2:13][CH:12]([OH:15])[CH2:11][CH2:10]1)[C:2]1[CH:7]=[CH:6][CH:5]=[CH:4][CH:3]=1.C(N(CC)CC)C.[CH3:23][S:24](Cl)(=[O:26])=[O:25], predict the reaction product.